The task is: Predict the reactants needed to synthesize the given product.. This data is from Full USPTO retrosynthesis dataset with 1.9M reactions from patents (1976-2016). (1) Given the product [F:1][C:2]1[C:3]([F:12])=[CH:4][C:5]2[S:9][C:8](=[N:10][C:17](=[O:18])[C:16]3[CH:20]=[CH:21][CH:22]=[C:14]([F:13])[CH:15]=3)[N:7]([CH:24]([CH2:29][CH3:30])[C:25]([OH:27])=[O:26])[C:6]=2[CH:11]=1, predict the reactants needed to synthesize it. The reactants are: [F:1][C:2]1[C:3]([F:12])=[CH:4][C:5]2[S:9][C:8]([NH2:10])=[N:7][C:6]=2[CH:11]=1.[F:13][C:14]1[CH:15]=[C:16]([CH:20]=[CH:21][CH:22]=1)[C:17](Cl)=[O:18].Br[CH:24]([CH2:29][CH3:30])[C:25]([O:27]C)=[O:26].COC1C=CC2N=C(N)SC=2C=1.ClC1C=C(C=CC=1)C(Cl)=O.BrCC(OCC)=O. (2) The reactants are: [H-].[Na+].[F:3][C:4]1[CH:5]=[C:6]2[C:11](=[CH:12][CH:13]=1)[N:10]=[CH:9][CH:8]=[C:7]2[C:14]1[C:22]2[C:17](=[CH:18][CH:19]=[CH:20][C:21]=2[C:23]([F:26])([F:25])[F:24])[NH:16][N:15]=1.Br[CH2:28][C:29]([O:31][CH2:32][CH3:33])=[O:30]. Given the product [F:3][C:4]1[CH:5]=[C:6]2[C:11](=[CH:12][CH:13]=1)[N:10]=[CH:9][CH:8]=[C:7]2[C:14]1[C:22]2[C:17](=[CH:18][CH:19]=[CH:20][C:21]=2[C:23]([F:26])([F:24])[F:25])[N:16]([CH2:28][C:29]([O:31][CH2:32][CH3:33])=[O:30])[N:15]=1, predict the reactants needed to synthesize it. (3) Given the product [BrH:13].[BrH:13].[NH2:12][C:10]1[S:9][C:7]2[C:6]([N:11]=1)=[CH:5][CH:4]=[C:3]([OH:2])[N:8]=2, predict the reactants needed to synthesize it. The reactants are: C[O:2][C:3]1[N:8]=[C:7]2[S:9][C:10]([NH2:12])=[N:11][C:6]2=[CH:5][CH:4]=1.[BrH:13]. (4) Given the product [CH3:13][N:14]([C:15]1[CH:20]=[CH:19][CH:18]=[CH:17][CH:16]=1)[C:2]1[CH:3]=[C:4]2[C:9](=[CH:10][CH:11]=1)[C:8](=[O:12])[CH2:7][CH2:6][CH2:5]2, predict the reactants needed to synthesize it. The reactants are: Br[C:2]1[CH:3]=[C:4]2[C:9](=[CH:10][CH:11]=1)[C:8](=[O:12])[CH2:7][CH2:6][CH2:5]2.[CH3:13][NH:14][C:15]1[CH:20]=[CH:19][CH:18]=[CH:17][CH:16]=1.C([O-])([O-])=O.[Cs+].[Cs+].